From a dataset of Forward reaction prediction with 1.9M reactions from USPTO patents (1976-2016). Predict the product of the given reaction. (1) Given the reactants N(OCCC(C)C)=O.[CH2:9]([O:16][C:17]1[CH:44]=[CH:43][C:20]([O:21][C:22]2[CH:28]=[C:27]([N:29]3[C:34](=[O:35])[CH:33]=[C:32]([C:36]([F:39])([F:38])[F:37])[N:31]([CH3:40])[C:30]3=[O:41])[C:26]([F:42])=[CH:25][C:23]=2N)=[CH:19][CH:18]=1)[C:10]1[CH:15]=[CH:14][CH:13]=[CH:12][CH:11]=1.[ClH:45], predict the reaction product. The product is: [Cl:45][C:23]1[CH:25]=[C:26]([F:42])[C:27]([N:29]2[C:34](=[O:35])[CH:33]=[C:32]([C:36]([F:39])([F:38])[F:37])[N:31]([CH3:40])[C:30]2=[O:41])=[CH:28][C:22]=1[O:21][C:20]1[CH:43]=[CH:44][C:17]([O:16][CH2:9][C:10]2[CH:15]=[CH:14][CH:13]=[CH:12][CH:11]=2)=[CH:18][CH:19]=1. (2) Given the reactants [C:1]([C:5]1[O:9][N:8]=[C:7]([C:10]2[CH:15]=[C:14](Cl)[C:13]([CH:17]3[CH2:19][CH2:18]3)=[CH:12][N:11]=2)[N:6]=1)([CH3:4])([CH3:3])[CH3:2].[F:20][C:21]1[CH:22]=[CH:23][C:24]([CH2:27][OH:28])=[N:25][CH:26]=1, predict the reaction product. The product is: [C:1]([C:5]1[O:9][N:8]=[C:7]([C:10]2[CH:15]=[C:14]([O:28][CH2:27][C:24]3[CH:23]=[CH:22][C:21]([F:20])=[CH:26][N:25]=3)[C:13]([CH:17]3[CH2:19][CH2:18]3)=[CH:12][N:11]=2)[N:6]=1)([CH3:4])([CH3:3])[CH3:2]. (3) Given the reactants [CH3:1][Si:2]([CH3:50])([CH3:49])[CH2:3][CH2:4][O:5][CH2:6][N:7]([CH2:41][O:42][CH2:43][CH2:44][Si:45]([CH3:48])([CH3:47])[CH3:46])[C:8]1[N:13]2[N:14]=[CH:15][C:16]([C:17]3[CH:18]=[N:19][C:20]([C:23]4[CH:28]=[CH:27][CH:26]=[CH:25][CH:24]=4)=[CH:21][CH:22]=3)=[C:12]2[N:11]=[C:10]([CH2:29][CH:30]2[CH2:35][CH2:34][CH:33]([C:36]([O:38][CH2:39][CH3:40])=[O:37])[CH2:32][CH2:31]2)[CH:9]=1.[Br:51]N1C(=O)CCC1=O, predict the reaction product. The product is: [CH3:46][Si:45]([CH3:48])([CH3:47])[CH2:44][CH2:43][O:42][CH2:41][N:7]([CH2:6][O:5][CH2:4][CH2:3][Si:2]([CH3:1])([CH3:49])[CH3:50])[C:8]1[N:13]2[N:14]=[CH:15][C:16]([C:17]3[CH:18]=[N:19][C:20]([C:23]4[CH:28]=[CH:27][CH:26]=[CH:25][CH:24]=4)=[CH:21][CH:22]=3)=[C:12]2[N:11]=[C:10]([CH2:29][CH:30]2[CH2:35][CH2:34][CH:33]([C:36]([O:38][CH2:39][CH3:40])=[O:37])[CH2:32][CH2:31]2)[C:9]=1[Br:51]. (4) Given the reactants C[Mg]I.C(OC([C:11]1[CH:16]=[C:15]([O:17][C:18]2[CH:19]=[C:20]3[C:24](=[CH:25][CH:26]=2)[N:23]([C:27](=[O:39])[NH:28][C:29]2[CH:34]=[CH:33][CH:32]=[C:31]([C:35]([F:38])([F:37])[F:36])[CH:30]=2)[CH:22]=[CH:21]3)[CH:14]=[CH:13][N:12]=1)=O)(C)(C)C.C(Cl)Cl, predict the reaction product. The product is: [F:36][C:35]([F:38])([F:37])[C:31]1[CH:30]=[C:29]([NH:28][C:27]([N:23]2[C:24]3[C:20](=[CH:19][C:18]([O:17][C:15]4[CH:14]=[CH:13][N:12]=[C:11]([C:15]([OH:17])([CH3:16])[CH3:14])[CH:16]=4)=[CH:26][CH:25]=3)[CH:21]=[CH:22]2)=[O:39])[CH:34]=[CH:33][CH:32]=1. (5) Given the reactants [CH2:1]([NH:3][C:4]1[CH:12]=[CH:11][C:10]([F:13])=[CH:9][C:5]=1[C:6]([OH:8])=O)[CH3:2].[CH3:14][CH2:15]N=C=NCCCN(C)C.C1[CH:26]=[CH:27][C:28]2[N:33](O)N=N[C:29]=2[CH:30]=1.CCN(C(C)C)C(C)C, predict the reaction product. The product is: [CH2:1]([NH:3][C:4]1[CH:12]=[CH:11][C:10]([F:13])=[CH:9][C:5]=1[C:6]([NH:33][C:28]([CH2:27][CH3:26])([CH2:29][CH3:30])[C:14]#[CH:15])=[O:8])[CH3:2]. (6) Given the reactants [Cl:1][C:2]1[CH:3]=[C:4]2[C:8](=[C:9]([C:12]([OH:14])=O)[C:10]=1[F:11])[NH:7][CH:6]=[CH:5]2.CN(C(ON1N=NC2C=CC=CC1=2)=[N+](C)C)C.[B-](F)(F)(F)F.C(N(CC)C(C)C)(C)C.[C:46]([C:50]1[CH:67]=[CH:66][C:53]([CH2:54][NH:55][CH2:56][CH2:57][C:58]2[CH:63]=[CH:62][C:61]([F:64])=[C:60]([Cl:65])[CH:59]=2)=[CH:52][CH:51]=1)([CH3:49])([CH3:48])[CH3:47], predict the reaction product. The product is: [C:46]([C:50]1[CH:67]=[CH:66][C:53]([CH2:54][N:55]([CH2:56][CH2:57][C:58]2[CH:63]=[CH:62][C:61]([F:64])=[C:60]([Cl:65])[CH:59]=2)[C:12]([C:9]2[C:10]([F:11])=[C:2]([Cl:1])[CH:3]=[C:4]3[C:8]=2[NH:7][CH:6]=[CH:5]3)=[O:14])=[CH:52][CH:51]=1)([CH3:49])([CH3:47])[CH3:48]. (7) The product is: [CH:1]([O:4][C:5](=[O:33])[NH:6][C:7]1[CH:12]=[CH:11][C:10]([C:13]2[N:14]([CH:29]3[CH2:30][CH2:31][CH2:32]3)[C:15]3[C:20]([C:21]=2[C:22]#[N:23])=[CH:19][CH:18]=[C:17]([O:24][CH2:25][CH:26]([OH:27])[CH2:28][N:35]2[CH:39]=[N:38][CH:37]=[N:36]2)[CH:16]=3)=[CH:9][CH:8]=1)([CH3:2])[CH3:3]. Given the reactants [CH:1]([O:4][C:5](=[O:33])[NH:6][C:7]1[CH:12]=[CH:11][C:10]([C:13]2[N:14]([CH:29]3[CH2:32][CH2:31][CH2:30]3)[C:15]3[C:20]([C:21]=2[C:22]#[N:23])=[CH:19][CH:18]=[C:17]([O:24][CH2:25][CH:26]2[CH2:28][O:27]2)[CH:16]=3)=[CH:9][CH:8]=1)([CH3:3])[CH3:2].[Na].[NH:35]1[CH:39]=[N:38][CH:37]=[N:36]1, predict the reaction product.